Dataset: Forward reaction prediction with 1.9M reactions from USPTO patents (1976-2016). Task: Predict the product of the given reaction. (1) Given the reactants [C:1]1([Mg]Br)[CH:6]=[CH:5][CH:4]=[CH:3][CH:2]=1.[C:9]1([CH:15]([C:25]2[CH:30]=[CH:29][CH:28]=[CH:27][CH:26]=2)[N:16]2[CH2:19][CH:18](OS(C)(=O)=O)[CH2:17]2)[CH:14]=[CH:13][CH:12]=[CH:11][CH:10]=1, predict the reaction product. The product is: [CH:15]([N:16]1[CH2:19][CH:18]([C:1]2[CH:6]=[CH:5][CH:4]=[CH:3][CH:2]=2)[CH2:17]1)([C:25]1[CH:30]=[CH:29][CH:28]=[CH:27][CH:26]=1)[C:9]1[CH:14]=[CH:13][CH:12]=[CH:11][CH:10]=1. (2) The product is: [N:1]1([C:6]2[CH:7]=[N:8][N:9]3[CH2:14][CH2:13][NH:12][CH2:11][C:10]=23)[CH2:5][CH2:4][CH2:3][CH2:2][CH2:16]1. Given the reactants [N:1]1([C:6]2[CH:7]=[N:8][N:9]3[CH2:14][CH2:13][NH:12][CH2:11][C:10]=23)[CH2:5][CH2:4][CH2:3][CH2:2]1.N1CCCC[CH2:16]1, predict the reaction product.